Dataset: Full USPTO retrosynthesis dataset with 1.9M reactions from patents (1976-2016). Task: Predict the reactants needed to synthesize the given product. (1) Given the product [CH:35]([C:27]1[CH:28]=[CH:29][CH:30]=[C:31]([CH:32]([CH3:34])[CH3:33])[C:26]=1[NH:25][C:24](=[N:23][C:15]1[C:14]([CH:11]([CH3:13])[CH3:12])=[CH:19][CH:18]=[CH:17][C:16]=1[CH:20]([CH3:22])[CH3:21])[O:8][N:7]=[C:1]1[CH2:6][CH2:5][CH2:4][CH2:3][CH2:2]1)([CH3:37])[CH3:36], predict the reactants needed to synthesize it. The reactants are: [C:1]1(=[N:7][OH:8])[CH2:6][CH2:5][CH2:4][CH2:3][CH2:2]1.[OH-].[Na+].[CH:11]([C:14]1[CH:19]=[CH:18][CH:17]=[C:16]([CH:20]([CH3:22])[CH3:21])[C:15]=1[N:23]=[C:24]=[N:25][C:26]1[C:31]([CH:32]([CH3:34])[CH3:33])=[CH:30][CH:29]=[CH:28][C:27]=1[CH:35]([CH3:37])[CH3:36])([CH3:13])[CH3:12]. (2) Given the product [F:25][C:10]([F:9])([F:24])[C:11]1[CH:16]=[CH:15][CH:14]=[CH:13][C:12]=1[C:17]1[O:21][C:20]([CH:22]=[N:1][C:2]2[CH:7]=[CH:6][CH:5]=[CH:4][C:3]=2[OH:8])=[CH:19][CH:18]=1, predict the reactants needed to synthesize it. The reactants are: [NH2:1][C:2]1[CH:7]=[CH:6][CH:5]=[CH:4][C:3]=1[OH:8].[F:9][C:10]([F:25])([F:24])[C:11]1[CH:16]=[CH:15][CH:14]=[CH:13][C:12]=1[C:17]1[O:21][C:20]([CH:22]=O)=[CH:19][CH:18]=1.